Dataset: Experimentally validated miRNA-target interactions with 360,000+ pairs, plus equal number of negative samples. Task: Binary Classification. Given a miRNA mature sequence and a target amino acid sequence, predict their likelihood of interaction. (1) The miRNA is mmu-miR-669k-3p with sequence UAUGCAUAUACACGCAUGCAA. The protein sequence of the target gene is MNGLPSAEAPGGAGCALAGLPPLPRGLSGLLNASGGSWRELERVYSQRSRIHDELSRAARAPDGPRHAAGAANAGPAAGPRRPVNLDSALAALRKEMVGLRQLDMSLLCQLWGLYESIQDYKHLCQDLSFCQDLSSSLHSDSSYPPDAGLSDDEEPPDASLPPDPPPLTVPQTHNARDQWLQDAFHISL. Result: 0 (no interaction). (2) Result: 1 (interaction). The miRNA is mmu-miR-136-5p with sequence ACUCCAUUUGUUUUGAUGAUGG. The protein sequence of the target gene is MAEKVNNFPPLPKFIPLKPCFYQDFEADIPPQHLSLTKRLYYLWMLNSVTLAVNLVGCLAWLIGGGGATNFGLAFLWLILFTPCSYVCWFRPIYKAFKTDSSFSFMAFFFTFMAQLVISIIQAVGIPGWGVCGWIATISFFGTNIGSAVVMLIPTVMFTVVAVFSFIALSMVHKFYRGSGGSFSKAQEEWTTGAWKNPHVQQAAQNAAMGAAQGAMNQPQTQYSATPNYTYSNEM. (3) The miRNA is hsa-miR-30c-1-3p with sequence CUGGGAGAGGGUUGUUUACUCC. The protein sequence of the target gene is MEYFMVPTQKVPSLQHFRKTEKEVIGGLCSLANIPLTPETQRDQERRIRREIANSNERRRMQSINAGFQSLKTLIPHTDGEKLSKAAILQQTAEYIFSLEQEKTRLLQQNTQLKRFIQELSGSSPKRRRAEDKDEGIGSPDIWEDEKAEDLRREMIELRQQLDKERSVRMMLEEQVRSLEAHMYPEKLKVIAQQVQLQQQQEQVRLLHQEKLEREQQQLRTQLLPPPAPTHHPTVIVPAPPPPPSHHINVVTMGPSSVINSVSTSRQNLDTIVQAIQHIEGTQEKQELEEEQRRAVIVKP.... Result: 1 (interaction). (4) The miRNA is mmu-miR-23b-3p with sequence AUCACAUUGCCAGGGAUUACC. The protein sequence of the target gene is METPKETAVESSGPKVLETAEEIQHRRAEVLNQYQRFKDRVAERGQKLEESYHYQVFRRDADDLEKWIMEKLEIAKDKTYEPTNIQGKYQKHESFVSEVQAKSRVLPELEEIREARFAEDHFAHEATKTHLKQLRLLWDLLLELTQEKSDVLLRALKFYQYSQECEDILEWVKEKEAIVTLVELGDDWERTEVLHKKFEEFQEELTARKGKVDRVNQYANECAQEKHPKLPEIKAKQDEVNAAWDRLWSLALKRRESLSNAADLQRFKRDVNEAIQWMEEKEPQLTSEDYGKDLVSSEAL.... Result: 0 (no interaction). (5) The miRNA is hsa-miR-6889-3p with sequence UCUGUGCCCCUACUUCCCAG. The protein sequence of the target gene is MADPWQECMDYAVTLARQAGEVVCEAIKNEMNVMLKSSPVDLVTATDQKVEKMLISSIKEKYPSHSFIGEESVAAGEKSILTDNPTWIIDPIDGTTNFVHRFPFVAVSIGFAVNKKIEFGVVYSCVEGKMYTARKGKGAFCNGQKLQVSQQEDITKSLLVTELGSSRTPETVRMVLSNMEKLFCIPVHGIRSVGTAAVNMCLVATGGADAYYEMGIHCWDVAGAGIIVTEAGGVLMDVTGGPFDLMSRRVIAANNRILAERIAKEIQVIPLQRDDED. Result: 1 (interaction). (6) Result: 1 (interaction). The protein sequence of the target gene is MWTNFFKLRLFCCLLAVLMVVVLVINVTQVEYLDHETVSATFIDSSGQFVSSQVTGISRNPYCGYDQQTLSSQERMEEDSLLAALHRQVPDVGPVPFVKSTDPSSSYFVILNSAAFFKVGSQLEVLVHVQDFQRKPKKYGGDYLQARIHSLKLQAGAVGRVVDYQNGFYKVFFTLLWPGKVKVSVSLVHPSEGIRVLQRLQEDKPDRVYFKSLFRSGRISETTECNVCLPGNLPLCNFTDLYTGEPWFCFKPKKLPCSSRITHFKGGYLKGLLTAAESAFFQSGVNIKMPVNSSGPDWVT.... The miRNA is hsa-miR-4494 with sequence CCAGACUGUGGCUGACCAGAGG. (7) The miRNA is hsa-miR-6866-3p with sequence GAUCCCUUUAUCUGUCCUCUAG. The protein sequence of the target gene is MQRRGAGLGWPRQQQQQPPPLAVGPRAAAMVPSGGVPQGLGGRSACALLLLCYLNVVPSLGRQTSLTTSVIPKAEQSVAYKDFIYFTVFEGNVRNVSEVSVEYLCSQPCVVNLEAVVSSEFRSSIPVYKKRWKNEKHLHTSRTQIVHVKFPSIMVYRDDYFIRHSISVSAVIVRAWITHKYSGRDWNVKWEENLLHAVAKNYTLLQTIPPFERPFKDHQVCLEWNMGYIWNLRANRIPQCPLENDVVALLGFPYASSGENTGIVKKFPRFRNRELEATRRQRMDYPVFTVSLWLYLLHYC.... Result: 1 (interaction). (8) The miRNA is hsa-miR-3135a with sequence UGCCUAGGCUGAGACUGCAGUG. The protein sequence of the target gene is MDSRARSSSREAHGRSSRSSSRDDKKAKAGRGSRGRARPDAGAERQSTGRTATRGEPRAPAATATVVDVDEVRGPGEEGTEVVALLESERPEEGIKPSGLGACEWLLVLASLIFIIMTFPFSIWFCIKVVQEYERVIIFRLGHLLPGRAKGPGLFFFLPCLDTYHKVDLRLQTLEIPFHEVVTKDMFIMEIDAVCYYRMENASLLLSSLAHVSKAIQFLVQTTMKRLLAHRSLTEILLERKSIAQDVKVALDAVTCIWGIKVERTEIKDVRLPAGLQHSLAVEAEAQRQAKVRVIAAEGE.... Result: 0 (no interaction). (9) The miRNA is hsa-miR-6770-3p with sequence CUGGCGGCUGUGUCUUCACAG. The protein sequence of the target gene is MLEQRCRGPTAMGPAQPWLFSGPSQESSQPDRGLRYQGKSAQPRGQTPGKVHRCAHCRKRFPGWVALWLHARRCQARLPLPCHECNQRFRHAPFLALHLQVHASAVPDLGFICHLCGHSFRGWVALVLHLRAHSASKRPITCPECDRRFWRQKQLRAHLRRCQPPVPEARPFICGNCGRSFAQWDQLVVHKRVHVAEALEEAAAKALGPRPRGRPAAPRPGGDAVDRPFQCACCGKRFRHKPNLIAHRRVHTGERPHQCPECGKRFTNKPYLTSHRRIHTGEKPYPCTECGRRFRHKPNL.... Result: 0 (no interaction). (10) The miRNA is rno-let-7c-5p with sequence UGAGGUAGUAGGUUGUAUGGUU. The protein sequence of the target gene is MADRFSRFNEDRDFQGNHFDQYEEGHLEIEQASLDKPIESDNIGHRLLQKHGWKLGQGLGKSLQGRTDPIPIVVKYDVMGMGRMEMELDYAEDATERRRVLEVEKEDTEELRQKYKDYVDKEKAIAKALEDLRANFYCELCDKQYQKHQEFDNHINSYDHAHKQRLKDLKQREFARNVSSRSRKDEKKQEKALRRLHELAEQRKQAECAPGSGPMFRPTTVAVDEDGGEEDKDESSTNSGASAVSSCGFGADFSTDKGGSFTSVQITNTTGLSQAPGLASQGISFGIKNNLGPPLQKLGV.... Result: 0 (no interaction).